This data is from Full USPTO retrosynthesis dataset with 1.9M reactions from patents (1976-2016). The task is: Predict the reactants needed to synthesize the given product. (1) Given the product [Cl:1][C:2]1[CH:7]=[C:6]([C:12]2[CH:13]=[C:14]3[C:18](=[C:19]([C:21]([NH2:23])=[O:22])[CH:20]=2)[NH:17][CH:16]=[C:15]3[CH:24]2[CH2:25][CH2:26][S:27](=[O:30])(=[O:31])[CH2:28][CH2:29]2)[CH:5]=[CH:4][N:3]=1, predict the reactants needed to synthesize it. The reactants are: [Cl:1][C:2]1[CH:7]=[C:6](B(O)O)[CH:5]=[CH:4][N:3]=1.Br[C:12]1[CH:13]=[C:14]2[C:18](=[C:19]([C:21]([NH2:23])=[O:22])[CH:20]=1)[NH:17][CH:16]=[C:15]2[CH:24]1[CH2:29][CH2:28][S:27](=[O:31])(=[O:30])[CH2:26][CH2:25]1.C(=O)([O-])[O-].[K+].[K+].O1CCOCC1. (2) Given the product [Br:11][C:12]1[CH:19]=[C:18]([S:10][C:7]2[CH:8]=[CH:9][C:4]([N+:1]([O-:3])=[O:2])=[CH:5][CH:6]=2)[CH:17]=[CH:16][C:13]=1[CH:14]=[O:15], predict the reactants needed to synthesize it. The reactants are: [N+:1]([C:4]1[CH:9]=[CH:8][C:7]([SH:10])=[CH:6][CH:5]=1)([O-:3])=[O:2].[Br:11][C:12]1[CH:19]=[C:18](F)[CH:17]=[CH:16][C:13]=1[CH:14]=[O:15].C([O-])([O-])=O.[K+].[K+]. (3) Given the product [Cl:15][C:13]1[CH:12]=[CH:11][C:4]2[N:5]([CH3:10])[C:6](=[O:9])[CH2:7][N:8]=[C:2]([C:29]3[CH:28]=[CH:27][C:26]([O:25][CH2:24][C:23]4[CH:22]=[CH:21][C:20]([O:19][CH3:18])=[CH:42][CH:41]=4)=[CH:31][CH:30]=3)[C:3]=2[CH:14]=1, predict the reactants needed to synthesize it. The reactants are: Cl[C:2]1[C:3]2[CH:14]=[C:13]([Cl:15])[CH:12]=[CH:11][C:4]=2[N:5]([CH3:10])[C:6](=[O:9])[CH2:7][N:8]=1.[OH-].[Cs+].[CH3:18][O:19][C:20]1[CH:42]=[CH:41][C:23]([CH2:24][O:25][C:26]2[CH:31]=[CH:30][C:29](B3OC(C)(C)C(C)(C)O3)=[CH:28][CH:27]=2)=[CH:22][CH:21]=1. (4) Given the product [CH3:1][C:2]1[O:3][C:4]([C:8]2[C:9](=[O:16])[NH:10][C:11](=[O:14])[NH:12][CH:13]=2)=[C:5]([CH3:7])[N:6]=1, predict the reactants needed to synthesize it. The reactants are: [CH3:1][C:2]1[O:3][C:4]([C:8]2[C:9]([O:16]C)=[N:10][C:11]([O:14]C)=[N:12][CH:13]=2)=[C:5]([CH3:7])[N:6]=1.